This data is from Forward reaction prediction with 1.9M reactions from USPTO patents (1976-2016). The task is: Predict the product of the given reaction. Given the reactants Br[CH2:2][C:3]([C:5]1[C:10]([F:11])=[CH:9][N:8]=[C:7]([Cl:12])[N:6]=1)=O.[C:13]([O-:16])(=O)[CH3:14].[NH4+:17], predict the reaction product. The product is: [Cl:12][C:7]1[N:6]=[C:5]([C:3]2[NH:6][C:5]3[CH2:3][CH2:2][NH:17][C:13](=[O:16])[C:14]=3[CH:2]=2)[C:10]([F:11])=[CH:9][N:8]=1.